This data is from Full USPTO retrosynthesis dataset with 1.9M reactions from patents (1976-2016). The task is: Predict the reactants needed to synthesize the given product. (1) The reactants are: [C:1]([O:4][C@@H:5]1[C@@H:11]([O:12][C:13](=[O:15])[CH3:14])[C@H:10]([O:16][C:17](=[O:19])[CH3:18])[C@@H:9]([CH2:20][O:21][C:22](=[O:24])[CH3:23])[S:8][CH:6]1[OH:7])(=[O:3])[CH3:2].[BH3:25].[CH2:26]([C:28]1[CH:41]=[CH:40][C:31]([CH2:32][C:33]2[CH:38]=[CH:37][NH+:36]=[CH:35][C:34]=2O)=[CH:30][CH:29]=1)[CH3:27].C1(P(C2C=CC=CC=2)C2C=CC=CC=2)C=CC=CC=1.N(C(OC(C)C)=O)=NC(OC(C)C)=O. Given the product [BH3:25].[CH2:26]([C:28]1[CH:41]=[CH:40][C:31]([CH2:32][C:33]2[CH:34]=[CH:35][NH+:36]=[CH:37][C:38]=2[O:7][C@@H:6]2[S:8][C@H:9]([CH2:20][O:21][C:22](=[O:24])[CH3:23])[C@@H:10]([O:16][C:17](=[O:19])[CH3:18])[C@H:11]([O:12][C:13](=[O:15])[CH3:14])[C@H:5]2[O:4][C:1](=[O:3])[CH3:2])=[CH:30][CH:29]=1)[CH3:27], predict the reactants needed to synthesize it. (2) Given the product [CH3:14][O:13][CH2:12][CH2:11][O:10][C:4]1[N:3]=[C:2]([N:31]2[CH2:32][CH2:33][N:28]([C:25]3[CH:26]=[CH:27][C:22]([CH3:34])=[CH:23][CH:24]=3)[CH2:29][CH2:30]2)[N:7]=[C:6](/[CH:8]=[C:19]2/[C:18](=[O:20])[NH:17][C:16](=[O:21])[S:15]/2)[CH:5]=1, predict the reactants needed to synthesize it. The reactants are: Cl[C:2]1[N:7]=[C:6]([CH:8]=O)[CH:5]=[C:4]([O:10][CH2:11][CH2:12][O:13][CH3:14])[N:3]=1.[S:15]1[CH2:19][C:18](=[O:20])[NH:17][C:16]1=[O:21].[C:22]1([CH3:34])[CH:27]=[CH:26][C:25]([N:28]2[CH2:33][CH2:32][NH:31][CH2:30][CH2:29]2)=[CH:24][CH:23]=1. (3) Given the product [F:1][C@H:2]1[CH:7]([O:8][C:9]2[CH:16]=[CH:15][C:14]([C:17]3[N:22]=[C:21]([NH:23][C:24]4[CH:29]=[CH:28][C:27]([N:30]5[CH2:31][CH2:32][N:33]([CH:36]6[CH2:39][O:38][CH2:37]6)[CH2:34][CH2:35]5)=[CH:26][CH:25]=4)[N:20]=[CH:19][N:18]=3)=[CH:13][C:10]=2[C:11]#[N:12])[CH2:6][CH2:5][N:4]([C:47]([C@@H:43]2[CH2:42][C@H:41]([F:40])[C:45](=[O:46])[NH:44]2)=[O:48])[CH2:3]1, predict the reactants needed to synthesize it. The reactants are: [F:1][C@H:2]1[C@@H:7]([O:8][C:9]2[CH:16]=[CH:15][C:14]([C:17]3[N:22]=[C:21]([NH:23][C:24]4[CH:29]=[CH:28][C:27]([N:30]5[CH2:35][CH2:34][N:33]([CH:36]6[CH2:39][O:38][CH2:37]6)[CH2:32][CH2:31]5)=[CH:26][CH:25]=4)[N:20]=[CH:19][N:18]=3)=[CH:13][C:10]=2[C:11]#[N:12])[CH2:6][CH2:5][NH:4][CH2:3]1.[F:40][C@@H:41]1[C:45](=[O:46])[NH:44][C@H:43]([C:47](O)=[O:48])[CH2:42]1.CN(C(ON1N=NC2C=CC=NC1=2)=[N+](C)C)C.F[P-](F)(F)(F)(F)F. (4) Given the product [C:1]1([CH3:13])[CH:2]=[CH:3][C:4]([CH:7]([CH3:14])[C:8]([O:10][CH2:11][CH3:12])=[O:9])=[CH:5][CH:6]=1, predict the reactants needed to synthesize it. The reactants are: [C:1]1([CH3:13])[CH:6]=[CH:5][C:4]([CH2:7][C:8]([O:10][CH2:11][CH3:12])=[O:9])=[CH:3][CH:2]=1.[CH:14]([N-]C(C)C)(C)C.[Li+].IC. (5) Given the product [C:14]([O:13][C:11]([NH:9][CH2:10][C@@H:6]([CH:5]=[C:4]([CH3:19])[CH3:3])[CH2:7][C:8]([OH:1])=[O:18])=[O:12])([CH3:17])([CH3:16])[CH3:15], predict the reactants needed to synthesize it. The reactants are: [OH-:1].[Li+].[CH3:3][C:4]([CH3:19])=[CH:5][C@@H:6]1[CH2:10][N:9]([C:11]([O:13][C:14]([CH3:17])([CH3:16])[CH3:15])=[O:12])[C:8](=[O:18])[CH2:7]1.